From a dataset of Peptide-MHC class I binding affinity with 185,985 pairs from IEDB/IMGT. Regression. Given a peptide amino acid sequence and an MHC pseudo amino acid sequence, predict their binding affinity value. This is MHC class I binding data. (1) The peptide sequence is SHQRSDSSL. The MHC is H-2-Kb with pseudo-sequence H-2-Kb. The binding affinity (normalized) is 0.182. (2) The peptide sequence is YRHKNYYAL. The MHC is BoLA-HD6 with pseudo-sequence YHTTYREISENWYEANLYLEYEYYSMAAFNYTWY. The binding affinity (normalized) is 0.177.